This data is from Full USPTO retrosynthesis dataset with 1.9M reactions from patents (1976-2016). The task is: Predict the reactants needed to synthesize the given product. (1) The reactants are: [CH3:1][C:2]1[N:7]2[N:8]=[C:9]([CH:11]3[CH2:13][CH:12]3[C:14]([OH:16])=[O:15])[N:10]=[C:6]2[C:5]([CH3:17])=[N:4][CH:3]=1.C([O-])([O-])=O.[Cs+].[Cs+].Br[CH2:25][C:26]([C:28]1[CH:33]=[CH:32][CH:31]=[CH:30][CH:29]=1)=[O:27]. Given the product [CH3:1][C:2]1[N:7]2[N:8]=[C:9]([CH:11]3[CH2:13][CH:12]3[C:14]([O:16][CH2:25][C:26](=[O:27])[C:28]3[CH:33]=[CH:32][CH:31]=[CH:30][CH:29]=3)=[O:15])[N:10]=[C:6]2[C:5]([CH3:17])=[N:4][CH:3]=1, predict the reactants needed to synthesize it. (2) Given the product [CH3:17][O:18][C:19]1[CH:20]=[C:21]([C:2]2[N:7]=[C:6]3[N:8]([CH:11]4[CH2:16][CH2:15][CH2:14][CH2:13][O:12]4)[N:9]=[CH:10][C:5]3=[CH:4][N:3]=2)[CH:22]=[C:23]([O:25][CH3:26])[CH:24]=1, predict the reactants needed to synthesize it. The reactants are: Cl[C:2]1[N:7]=[C:6]2[N:8]([CH:11]3[CH2:16][CH2:15][CH2:14][CH2:13][O:12]3)[N:9]=[CH:10][C:5]2=[CH:4][N:3]=1.[CH3:17][O:18][C:19]1[CH:20]=[C:21](B(O)O)[CH:22]=[C:23]([O:25][CH3:26])[CH:24]=1.ClCCl.P([O-])([O-])([O-])=O.[K+].[K+].[K+]. (3) Given the product [CH3:12][N:13]1[C:17]([C:2]2[CH:3]=[C:4]3[C:8](=[CH:9][CH:10]=2)[C:7](=[O:11])[CH2:6][CH2:5]3)=[CH:16][CH:15]=[C:14]1[C:18]#[N:19], predict the reactants needed to synthesize it. The reactants are: Br[C:2]1[CH:3]=[C:4]2[C:8](=[CH:9][CH:10]=1)[C:7](=[O:11])[CH2:6][CH2:5]2.[CH3:12][N:13]1[CH:17]=[CH:16][CH:15]=[C:14]1[C:18]#[N:19]. (4) Given the product [N:11]1([CH2:10][C:7]2[CH:8]=[CH:9][C:4]([NH2:1])=[CH:5][CH:6]=2)[CH2:16][CH2:15][O:14][CH2:13][CH2:12]1, predict the reactants needed to synthesize it. The reactants are: [N+:1]([C:4]1[CH:9]=[CH:8][C:7]([CH2:10][N:11]2[CH2:16][CH2:15][O:14][CH2:13][CH2:12]2)=[CH:6][CH:5]=1)([O-])=O.[NH4+].[Cl-]. (5) Given the product [ClH:40].[NH2:29][C@@H:19]([CH2:20][C:21]1[CH:22]=[C:23]([F:28])[CH:24]=[C:25]([F:27])[CH:26]=1)[C:18]([N:17]([C:15]1[CH:14]=[CH:13][C:12]2[S:8][CH:9]=[N:10][C:11]=2[CH:16]=1)[CH3:38])=[O:37], predict the reactants needed to synthesize it. The reactants are: C(O)(C(F)(F)F)=O.[S:8]1[C:12]2[CH:13]=[CH:14][C:15]([N:17]([CH3:38])[C:18](=[O:37])[C@@H:19]([NH:29]C(=O)OC(C)(C)C)[CH2:20][C:21]3[CH:26]=[C:25]([F:27])[CH:24]=[C:23]([F:28])[CH:22]=3)=[CH:16][C:11]=2[N:10]=[CH:9]1.C(Cl)[Cl:40].